Predict which catalyst facilitates the given reaction. From a dataset of Catalyst prediction with 721,799 reactions and 888 catalyst types from USPTO. (1) Reactant: [Cl:1][C:2]1[CH:7]=[CH:6][C:5]([NH2:8])=[CH:4][C:3]=1[O:9][CH3:10].[Br:11][CH:12]([CH2:16][CH2:17]Br)[C:13](Cl)=[O:14].C(N(CC)CC)C.O. Product: [Br:11][CH:12]1[CH2:16][CH2:17][N:8]([C:5]2[CH:6]=[CH:7][C:2]([Cl:1])=[C:3]([O:9][CH3:10])[CH:4]=2)[C:13]1=[O:14]. The catalyst class is: 2. (2) Reactant: [Cl:1][C:2]1[C:3]([C:31]2[C:39]3[C:34](=[CH:35][CH:36]=[CH:37][CH:38]=3)[N:33]([S:40]([C:43]3[CH:48]=[CH:47][CH:46]=[CH:45][CH:44]=3)(=[O:42])=[O:41])[CH:32]=2)=[N:4][C:5]([NH:8][CH:9]2[CH2:14][CH2:13][CH2:12][N:11]([C:15]([C:17]3[CH:22]=[CH:21][C:20]([NH:23]C(=O)OC(C)(C)C)=[CH:19][CH:18]=3)=[O:16])[CH2:10]2)=[N:6][CH:7]=1.C(O)(C(F)(F)F)=O. Product: [NH2:23][C:20]1[CH:19]=[CH:18][C:17]([C:15]([N:11]2[CH2:12][CH2:13][CH2:14][CH:9]([NH:8][C:5]3[N:4]=[C:3]([C:31]4[C:39]5[C:34](=[CH:35][CH:36]=[CH:37][CH:38]=5)[N:33]([S:40]([C:43]5[CH:44]=[CH:45][CH:46]=[CH:47][CH:48]=5)(=[O:41])=[O:42])[CH:32]=4)[C:2]([Cl:1])=[CH:7][N:6]=3)[CH2:10]2)=[O:16])=[CH:22][CH:21]=1. The catalyst class is: 2. (3) Reactant: [NH:1]1[C:5]2[CH:6]=[CH:7][C:8]([NH2:10])=[CH:9][C:4]=2[N:3]=[CH:2]1.N1C=CC=CC=1.Cl[C:18]([O:20][CH2:21][C:22]([Cl:25])([Cl:24])[Cl:23])=[O:19].O. Product: [NH:1]1[C:5]2[CH:6]=[CH:7][C:8]([NH:10][C:18](=[O:19])[O:20][CH2:21][C:22]([Cl:25])([Cl:24])[Cl:23])=[CH:9][C:4]=2[N:3]=[CH:2]1. The catalyst class is: 7. (4) Reactant: C([O:8][C:9]1[CH:14]=[CH:13][C:12]([N:15]2[C:19]3=[N:20][CH:21]=[C:22]([O:24][CH:25]([F:27])[F:26])[CH:23]=[C:18]3[N:17]([CH2:28][CH3:29])[C:16]2=[O:30])=[CH:11][CH:10]=1)C1C=CC=CC=1. The catalyst class is: 43. Product: [F:27][CH:25]([F:26])[O:24][C:22]1[CH:23]=[C:18]2[N:17]([CH2:28][CH3:29])[C:16](=[O:30])[N:15]([C:12]3[CH:13]=[CH:14][C:9]([OH:8])=[CH:10][CH:11]=3)[C:19]2=[N:20][CH:21]=1. (5) Reactant: [CH3:1][C:2]1[CH:12]=[CH:11][C:5]([C:6]([O:8][CH2:9][CH3:10])=[O:7])=[CH:4][C:3]=1[C:13]#[C:14][C:15]1[C:19]2[N:20]=[CH:21][N:22]=[C:23]([S:24][CH3:25])[C:18]=2[S:17][CH:16]=1.C1C=C(Cl)C=C(C(OO)=[O:34])C=1. Product: [CH3:1][C:2]1[CH:12]=[CH:11][C:5]([C:6]([O:8][CH2:9][CH3:10])=[O:7])=[CH:4][C:3]=1[C:13]#[C:14][C:15]1[C:19]2[N:20]=[CH:21][N:22]=[C:23]([S:24]([CH3:25])=[O:34])[C:18]=2[S:17][CH:16]=1. The catalyst class is: 4. (6) Reactant: [CH3:1][O:2][C:3]1[CH:4]=[C:5]([C:9]2[O:13][C:12]([CH3:14])=[C:11]([CH:15]([NH:20][C:21]3[CH:29]=[CH:28][C:24]([C:25](O)=[O:26])=[CH:23][CH:22]=3)[CH2:16][CH:17]([CH3:19])[CH3:18])[CH:10]=2)[CH:6]=[CH:7][CH:8]=1.[CH3:30][NH:31][CH2:32][CH2:33][C:34]([O:36][CH2:37][CH3:38])=[O:35].Cl.C(N=C=NCCCN(C)C)C.O.OC1C2N=NNC=2C=CC=1. Product: [CH3:1][O:2][C:3]1[CH:4]=[C:5]([C:9]2[O:13][C:12]([CH3:14])=[C:11]([CH:15]([NH:20][C:21]3[CH:29]=[CH:28][C:24]([C:25]([N:31]([CH3:30])[CH2:32][CH2:33][C:34]([O:36][CH2:37][CH3:38])=[O:35])=[O:26])=[CH:23][CH:22]=3)[CH2:16][CH:17]([CH3:18])[CH3:19])[CH:10]=2)[CH:6]=[CH:7][CH:8]=1. The catalyst class is: 842. (7) Reactant: C(=O)([O-])[O-].[Cs+].[Cs+].[NH:7]1[CH2:11][CH2:10][CH2:9][C:8]1=[O:12].CC1(C)C2C(=C(P(C3C=CC=CC=3)C3C=CC=CC=3)C=CC=2)OC2C(P(C3C=CC=CC=3)C3C=CC=CC=3)=CC=CC1=2.[Br:55][C:56]1[CH:57]=[N:58][CH:59]=[C:60](Br)[CH:61]=1. Product: [Br:55][C:56]1[CH:61]=[C:60]([N:7]2[CH2:11][CH2:10][CH2:9][C:8]2=[O:12])[CH:59]=[N:58][CH:57]=1. The catalyst class is: 552.